Dataset: Experimentally validated miRNA-target interactions with 360,000+ pairs, plus equal number of negative samples. Task: Binary Classification. Given a miRNA mature sequence and a target amino acid sequence, predict their likelihood of interaction. (1) The protein sequence of the target gene is MAAGQREARPQVSLTFEDVAVLFTRDEWRKLAPSQRNLYRDVMLENYRNLVSLGLPFTKPKVISLLQQGEDPWEVEKDGSGVSSLGSKSSHKTTKSTQTQDSSFQGLILKRSNRNVPWDLKLEKPYIYEGRLEKKQDKKGSFQIVSATHKKIPTIERSHKNTELSQNFSPKSVLIRQQILPREKTPPKCEIQGNSLKQNSQLLNQPKITADKRYKCSLCEKTFINTSSLRKHEKNHSGEKLFKCKECSKAFSQSSALIQHQITHTGEKPYICKECGKAFTLSTSLYKHLRTHTVEKSYRC.... The miRNA is hsa-miR-484 with sequence UCAGGCUCAGUCCCCUCCCGAU. Result: 1 (interaction). (2) The miRNA is hsa-miR-384 with sequence AUUCCUAGAAAUUGUUCAUA. The protein sequence of the target gene is MRRCRWAALALGLLRLCLAQANFAPHFFDNGVGSTNGNMALFSLPEDTPVGSHVYTLNGTDPEGDPISYHISFDPSTRSVFSVDPTFGNITLVEELDREREDEIEAIISISDGLNLVAEKVVILVTDANDEAPRFIQEPYVALVPEDIPAGSIIFKVHAVDRDTGSGGSVTYFLQNLHSPFAVDRHSGVLRLQAGATLDYERSRTHYITVVAKDGGGRLHGADVVFSATTTVTVNVEDVQDMAPVFVGTPYYGYVYEDTLPGSEVLKVVAMDGDRGKPNRILYSLVNGNDGAFEINETSG.... Result: 1 (interaction). (3) The miRNA is mmu-miR-466m-3p with sequence UACAUACACACAUACACACGCA. The protein sequence of the target gene is MCMVIFAPLFAIFAFATCGGYSGGLRLSVDCVNKTESNLSIDIAFAYPFRLHQVTFEVPTCEGKERQKLALIGDSSSSAEFFVTVAVFAFLYSLAATVVYIFFQNKYRENNRGPLIDFIVTVVFSFLWLVGSSAWAKGLSDVKVATDPKEVLLLMSACKQPSNKCMAIHSPVMSSLNTSVVFGFLNFILWAGNIWFVFKETGWHSSGQRYLSDPMEKHSSSYNQGGYNQDSYGSSSGYSQQASLGPTSDEFGQQPTGPTSFTNQI. Result: 0 (no interaction). (4) The miRNA is hsa-miR-6780a-5p with sequence UUGGGAGGGAAGACAGCUGGAGA. The protein sequence of the target gene is MARELSESTALDAQSTEDQMELLVIKVEEEEAGFPSSPDLGSEGSRERFRGFRYPEAAGPREALSRLRELCRQWLQPEMHSKEQILELLVLEQFLTILPGNLQSWVREQHPESGEEVVVLLEYLERQLDEPAPQVSGVDQGQELLCCKMALLTPAPGSQSSQFQLMKALLKHESVGSQPLQDRVLQVPVLAHGGCCREDKVVASRLTPESQGLLKVEDVALTLTPEWTQQDSSQGNLCRDEKQENHGSLVSLGDEKQTKSRDLPPAEELPEKEHGKISCHLREDIAQIPTCAEAGEQEGR.... Result: 1 (interaction). (5) The miRNA is hsa-miR-149-5p with sequence UCUGGCUCCGUGUCUUCACUCCC. The protein sequence of the target gene is MRPLLLLALLGWLLLAEAKGDAKPEDNLLVLTVATKETEGFRRFKRSAQFFNYKIQALGLGEDWNVEKGTSAGGGQKVRLLKKALEKHADKEDLVILFADSYDVLFASGPRELLKKFRQARSQVVFSAEELIYPDRRLETKYPVVSDGKRFLGSGGFIGYAPNLSKLVAEWEGQDSDSDQLFYTKIFLDPEKREQINITLDHRCRIFQNLDGALDEVVLKFEMGHVRARNLAYDTLPVLIHGNGPTKLQLNYLGNYIPRFWTFETGCTVCDEGLRSLKGIGDEALPTVLVGVFIEQPTPF.... Result: 1 (interaction). (6) The miRNA is hsa-miR-5092 with sequence AAUCCACGCUGAGCUUGGCAUC. The protein sequence of the target gene is MTPLVSRLSRLWAIMRKPRAAVGSGHRKQAASQEGRQKHAKNNSQAKPSACDGMIAECPGAPAGLARQPEEVVLQASVSSYHLFRDVAEVTAFRGSLLSWYDQEKRDLPWRRRAEDEMDLDRRAYAVWVSEVMLQQTQVATVINYYTGWMQKWPTLQDLASASLEEVNQLWAGLGYYSRGRRLQEGARKVVEELGGHMPRTAETLQQLLPGVGRYTAGAIASIAFGQATGVVDGNVARVLCRVRAIGADPSSTLVSQQLWGLAQQLVDPARPGDFNQAAMELGATVCTPQRPLCSQCPVE.... Result: 0 (no interaction).